This data is from Reaction yield outcomes from USPTO patents with 853,638 reactions. The task is: Predict the reaction yield, written as a fraction of the theoretical maximum amount of product (1.0 means a 100% yield; for example, 0.34 means a 34% yield). The reactants are [C:1]1([CH3:10])[CH:6]=[CH:5][CH:4]=[C:3]([C:7]([NH2:9])=[O:8])[CH:2]=1.[N:11]([C@H:14]([C:16]1[CH:17]=[N:18][CH:19]=[C:20](Br)[CH:21]=1)[CH3:15])=[N+:12]=[N-:13].CN(C)CCN.C(=O)([O-])[O-].[K+].[K+]. The catalyst is O1CCOCC1.C(OCC)(=O)C.[Cu]I. The product is [N:11]([C@H:14]([C:16]1[CH:21]=[C:20]([NH:9][C:7](=[O:8])[C:3]2[CH:4]=[CH:5][CH:6]=[C:1]([CH3:10])[CH:2]=2)[CH:19]=[N:18][CH:17]=1)[CH3:15])=[N+:12]=[N-:13]. The yield is 0.280.